Predict the reaction yield, written as a fraction of the theoretical maximum amount of product (1.0 means a 100% yield; for example, 0.34 means a 34% yield). From a dataset of Reaction yield outcomes from USPTO patents with 853,638 reactions. (1) The reactants are [NH:1]1[CH2:6][CH2:5][CH:4]([CH2:7][OH:8])[CH2:3][CH2:2]1.[OH-].[Na+].[CH3:11][C:12]([O:15][C:16](O[C:16]([O:15][C:12]([CH3:14])([CH3:13])[CH3:11])=[O:17])=[O:17])([CH3:14])[CH3:13]. The catalyst is O1CCOCC1. The product is [C:12]([O:15][C:16]([N:1]1[CH2:6][CH2:5][CH:4]([CH2:7][OH:8])[CH2:3][CH2:2]1)=[O:17])([CH3:14])([CH3:13])[CH3:11]. The yield is 0.970. (2) The reactants are COP([CH2:7][C:8](=[O:16])[C:9]([F:15])([F:14])[CH2:10][CH2:11][CH2:12][CH3:13])(=O)OC.[H-].[Li+].[C:19]([O:22][C@@H:23]1[C@H:27]([CH2:28][CH2:29][CH2:30][CH2:31][CH2:32][CH2:33][C:34]([O:36][CH3:37])=[O:35])[C@@H:26]([CH:38]=O)[C@H:25]([O:40][CH:41]2[CH2:46][CH2:45][CH2:44][CH2:43][O:42]2)[CH2:24]1)(=[O:21])[CH3:20].O. The catalyst is COC(C)(C)C. The product is [C:19]([O:22][C@@H:23]1[C@H:27]([CH2:28][CH2:29][CH2:30][CH2:31][CH2:32][CH2:33][C:34]([O:36][CH3:37])=[O:35])[C@@H:26](/[CH:38]=[CH:7]/[C:8](=[O:16])[C:9]([F:14])([F:15])[CH2:10][CH2:11][CH2:12][CH3:13])[C@H:25]([O:40][CH:41]2[CH2:46][CH2:45][CH2:44][CH2:43][O:42]2)[CH2:24]1)(=[O:21])[CH3:20]. The yield is 0.213. (3) The reactants are [F:1][C:2]1[CH:7]=[CH:6][C:5]([C:8]2[S:12][C:11]([CH3:13])=[N:10][C:9]=2[C:14]([N:16]2[CH2:21][CH2:20][CH2:19][CH2:18][CH:17]2[CH2:22][C:23](O)=O)=[O:15])=[CH:4][CH:3]=1.[CH3:26][O:27][C:28]1[CH:29]=[C:30]([NH2:35])[C:31]([NH2:34])=[CH:32][CH:33]=1. The catalyst is C(OCC)(=O)C. The product is [CH3:26][O:27][C:28]1[CH:33]=[CH:32][C:31]2[NH:34][C:23]([CH2:22][CH:17]3[CH2:18][CH2:19][CH2:20][CH2:21][N:16]3[C:14]([C:9]3[N:10]=[C:11]([CH3:13])[S:12][C:8]=3[C:5]3[CH:4]=[CH:3][C:2]([F:1])=[CH:7][CH:6]=3)=[O:15])=[N:35][C:30]=2[CH:29]=1. The yield is 0.130. (4) The reactants are [CH3:1][O:2][C:3]1[CH:4]=[C:5]2[C:10](=[CH:11][CH:12]=1)[CH2:9][NH:8][CH2:7][C:6]2([CH3:14])[CH3:13].[CH:15](O)=[O:16].Cl.CN(C)CCCN=C=NCC. The catalyst is ClCCl.C(Cl)(Cl)Cl. The product is [CH3:1][O:2][C:3]1[CH:4]=[C:5]2[C:10](=[CH:11][CH:12]=1)[CH2:9][N:8]([CH:15]=[O:16])[CH2:7][C:6]2([CH3:14])[CH3:13]. The yield is 0.900.